Dataset: Catalyst prediction with 721,799 reactions and 888 catalyst types from USPTO. Task: Predict which catalyst facilitates the given reaction. (1) Reactant: CN([CH:4]=[C:5]1[C:26](=O)[C:10]2=[N:11][CH:12]=[C:13]([N:15]3[CH2:19][C@H:18]([CH2:20][NH:21][C:22](=[O:24])[CH3:23])[O:17][C:16]3=[O:25])[CH:14]=[C:9]2[CH2:8][CH2:7][CH2:6]1)C.Cl.[NH2:29][C:30]([NH2:32])=[NH:31].C([O-])([O-])=O.[K+].[K+].O. Product: [NH2:31][C:30]1[N:32]=[CH:4][C:5]2[CH2:6][CH2:7][CH2:8][C:9]3[CH:14]=[C:13]([N:15]4[CH2:19][C@H:18]([CH2:20][NH:21][C:22](=[O:24])[CH3:23])[O:17][C:16]4=[O:25])[CH:12]=[N:11][C:10]=3[C:26]=2[N:29]=1. The catalyst class is: 162. (2) Reactant: [Cl:1][C:2]1[N:10]=[C:9]2[C:5]([NH:6][CH:7]=[N:8]2)=[C:4](Cl)[N:3]=1.[CH:12]1([NH2:18])[CH2:17][CH2:16][CH2:15][CH2:14][CH2:13]1.CCN(CC)CC. Product: [Cl:1][C:2]1[N:10]=[C:9]2[C:5]([N:6]=[CH:7][NH:8]2)=[C:4]([NH:18][CH:12]2[CH2:17][CH2:16][CH2:15][CH2:14][CH2:13]2)[N:3]=1. The catalyst class is: 8. (3) Reactant: [CH:1]1([C:4]2[CH:9]=[CH:8][N:7]=[C:6]([NH2:10])[CH:5]=2)[CH2:3][CH2:2]1.[B:11]([C:14]1[CH:22]=[CH:21][C:17]([C:18](O)=[O:19])=[C:16]([F:23])[CH:15]=1)([OH:13])[OH:12].CCN(C(C)C)C(C)C.CN(C(ON1N=NC2C=CC=NC1=2)=[N+](C)C)C.F[P-](F)(F)(F)(F)F. The catalyst class is: 18. Product: [CH:1]1([C:4]2[CH:9]=[CH:8][N:7]=[C:6]([NH:10][C:18]([C:17]3[CH:21]=[CH:22][C:14]([B:11]([OH:13])[OH:12])=[CH:15][C:16]=3[F:23])=[O:19])[CH:5]=2)[CH2:3][CH2:2]1. (4) Reactant: [NH2:1][C:2]1[O:3][CH2:4][C@:5]2([N:30]=1)[C:18]1[CH:17]=[C:16]([C:19]3[CH:20]=[N:21][CH:22]=[N:23][CH:24]=3)[CH:15]=[CH:14][C:13]=1[O:12][C:11]1[C:6]2=[CH:7][C:8]([O:25][CH2:26][C:27](=[O:29])[CH3:28])=[CH:9][CH:10]=1.[CH2:31]1COCC1.C[Mg]Cl. Product: [NH2:1][C:2]1[O:3][CH2:4][C@@:5]2([N:30]=1)[C:6]1[CH:7]=[C:8]([O:25][CH2:26][C:27]([CH3:31])([OH:29])[CH3:28])[CH:9]=[CH:10][C:11]=1[O:12][C:13]1[C:18]2=[CH:17][C:16]([C:19]2[CH:24]=[N:23][CH:22]=[N:21][CH:20]=2)=[CH:15][CH:14]=1. The catalyst class is: 28. (5) Reactant: C(N(CC)CC)C.[CH3:8][O:9][C:10]([C:12]1[C:21](O)=[C:20]2[C:15]([CH:16]=[CH:17][CH:18]=[N:19]2)=[C:14](Br)[N:13]=1)=[O:11].C1(C)C=CC(S(Cl)(=O)=O)=CC=1. Product: [CH3:8][O:9][C:10]([C:12]1[CH:21]=[C:20]2[C:15]([CH:16]=[CH:17][CH:18]=[N:19]2)=[CH:14][N:13]=1)=[O:11]. The catalyst class is: 22. (6) Reactant: N1C=CC=C(C[O:8][C:9]2[C:13]([C:14]([O:16][CH2:17][CH3:18])=[O:15])=[CH:12][N:11]([CH2:19][C:20]3[CH:21]=[N:22][CH:23]=[CH:24][CH:25]=3)[N:10]=2)C=1. Product: [OH:8][C:9]1[C:13]([C:14]([O:16][CH2:17][CH3:18])=[O:15])=[CH:12][N:11]([CH2:19][C:20]2[CH:21]=[N:22][CH:23]=[CH:24][CH:25]=2)[N:10]=1. The catalyst class is: 304. (7) Reactant: CS/[C:3](=[N:9]\[C:10](=O)[CH:11]=[C:12]([CH3:14])[CH3:13])/[N:4]1[CH2:8][CH2:7][CH2:6][CH2:5]1.[C:16]1([NH:22][NH2:23])[CH:21]=[CH:20][CH:19]=[CH:18][CH:17]=1. Product: [CH3:13][C:12]([CH3:14])=[CH:11][C:10]1[N:22]([C:16]2[CH:21]=[CH:20][CH:19]=[CH:18][CH:17]=2)[N:23]=[C:3]([N:4]2[CH2:8][CH2:7][CH2:6][CH2:5]2)[N:9]=1. The catalyst class is: 13.